This data is from Full USPTO retrosynthesis dataset with 1.9M reactions from patents (1976-2016). The task is: Predict the reactants needed to synthesize the given product. (1) Given the product [CH2:39]([C:41]1[CH:46]=[CH:45][C:44]([NH:47][C:48](=[O:49])[O:8][CH2:9][C@@H:10]([N:12]([CH3:20])[C:13]([O:14][C:15]([CH3:16])([CH3:17])[CH3:18])=[O:19])[CH3:11])=[CH:43][CH:42]=1)[CH3:40], predict the reactants needed to synthesize it. The reactants are: [Si]([O:8][CH2:9][C@@H:10]([N:12]([CH3:20])[C:13](=[O:19])[O:14][C:15]([CH3:18])([CH3:17])[CH3:16])[CH3:11])(C(C)(C)C)(C)C.CCCC[N+](CCCC)(CCCC)CCCC.[F-].[CH2:39]([C:41]1[CH:46]=[CH:45][C:44]([N:47]=[C:48]=[O:49])=[CH:43][CH:42]=1)[CH3:40]. (2) Given the product [C:14]([O:6][C:5](=[O:7])[C:4]1[CH:8]=[C:9]([CH2:11][O:12][CH3:13])[N:10]=[C:2]([Cl:1])[CH:3]=1)([CH3:17])([CH3:16])[CH3:15], predict the reactants needed to synthesize it. The reactants are: [Cl:1][C:2]1[CH:3]=[C:4]([CH:8]=[C:9]([CH2:11][O:12][CH3:13])[N:10]=1)[C:5]([OH:7])=[O:6].[C:14](OC(O[C:14]([CH3:17])([CH3:16])[CH3:15])N(C)C)([CH3:17])([CH3:16])[CH3:15].